Dataset: Catalyst prediction with 721,799 reactions and 888 catalyst types from USPTO. Task: Predict which catalyst facilitates the given reaction. Reactant: [CH3:1][C:2]1[CH:10]=[CH:9][C:8]([C:11]2[C:19]3[S:18][C:17]([CH2:20][C:21]4[CH:26]=[CH:25][CH:24]=[C:23]([C:27]([F:30])([F:29])[F:28])[CH:22]=4)=[CH:16][C:15]=3[CH:14]=[CH:13][CH:12]=2)=[CH:7][C:3]=1[C:4](O)=[O:5].CCN=C=NCCCN(C)C.C1C=CC2N(O)N=NC=2C=1.Cl.[NH2:53][CH2:54][C:55]([NH2:57])=[O:56].C(N(CC)C(C)C)(C)C. Product: [NH2:57][C:55](=[O:56])[CH2:54][NH:53][C:4](=[O:5])[C:3]1[CH:7]=[C:8]([C:11]2[C:19]3[S:18][C:17]([CH2:20][C:21]4[CH:26]=[CH:25][CH:24]=[C:23]([C:27]([F:29])([F:28])[F:30])[CH:22]=4)=[CH:16][C:15]=3[CH:14]=[CH:13][CH:12]=2)[CH:9]=[CH:10][C:2]=1[CH3:1]. The catalyst class is: 136.